From a dataset of Catalyst prediction with 721,799 reactions and 888 catalyst types from USPTO. Predict which catalyst facilitates the given reaction. (1) Reactant: Br[C:2]1[CH:3]=[C:4]([N:8]2[CH2:13][C@H:12]([CH3:14])[O:11][C@H:10]([CH3:15])[CH2:9]2)[CH:5]=[CH:6][CH:7]=1.[B:16]1([B:16]2[O:20][C:19]([CH3:22])([CH3:21])[C:18]([CH3:24])([CH3:23])[O:17]2)[O:20][C:19]([CH3:22])([CH3:21])[C:18]([CH3:24])([CH3:23])[O:17]1.C(Cl)Cl.C([O-])(=O)C.[K+]. Product: [CH3:15][C@H:10]1[O:11][C@@H:12]([CH3:14])[CH2:13][N:8]([C:4]2[CH:5]=[CH:6][CH:7]=[C:2]([B:16]3[O:20][C:19]([CH3:22])([CH3:21])[C:18]([CH3:24])([CH3:23])[O:17]3)[CH:3]=2)[CH2:9]1. The catalyst class is: 800. (2) Reactant: Cl[CH2:2][C:3]1[CH:30]=[CH:29][C:6]([C:7]([NH:9][C:10]2[C:15]([CH3:16])=[CH:14][C:13]([C:17]([F:26])([C:22]([F:25])([F:24])[F:23])[C:18]([F:21])([F:20])[F:19])=[CH:12][C:11]=2[CH2:27][CH3:28])=[O:8])=[CH:5][CH:4]=1.[C:31]1(=[O:41])[NH:35][C:34](=[O:36])[C:33]2=[CH:37][CH:38]=[CH:39][CH:40]=[C:32]12.[K].[I-].[K+]. Product: [O:36]=[C:34]1[C:33]2[C:32](=[CH:40][CH:39]=[CH:38][CH:37]=2)[C:31](=[O:41])[N:35]1[CH2:2][C:3]1[CH:30]=[CH:29][C:6]([C:7]([NH:9][C:10]2[C:15]([CH3:16])=[CH:14][C:13]([C:17]([F:26])([C:22]([F:25])([F:24])[F:23])[C:18]([F:21])([F:20])[F:19])=[CH:12][C:11]=2[CH2:27][CH3:28])=[O:8])=[CH:5][CH:4]=1. The catalyst class is: 35. (3) Reactant: [C:1]([C:3]1[CH:8]=[CH:7][C:6]([C:9]2[C:10]([CH2:22][CH2:23][C:24]([OH:26])=[O:25])=[CH:11][S:12][C:13]=2[C:14]2[CH:19]=[CH:18][C:17]([O:20][CH3:21])=[CH:16][CH:15]=2)=[C:5]([CH3:27])[CH:4]=1)#[N:2].[OH-:28].[Na+].OO. Product: [C:1]([C:3]1[CH:8]=[CH:7][C:6]([C:9]2[C:10]([CH2:22][CH2:23][C:24]([OH:26])=[O:25])=[CH:11][S:12][C:13]=2[C:14]2[CH:15]=[CH:16][C:17]([O:20][CH3:21])=[CH:18][CH:19]=2)=[C:5]([CH3:27])[CH:4]=1)(=[O:28])[NH2:2]. The catalyst class is: 16. (4) Reactant: [Li+].[OH-].[C:3]1([CH2:9][O:10][C:11]2[CH:16]=[CH:15][C:14]([C:17]([O:19]CC3C=CC=CC=3)=[O:18])=[CH:13][C:12]=2[C:27]([O:29]CC2C=CC=CC=2)=[O:28])[CH:8]=[CH:7][CH:6]=[CH:5][CH:4]=1.Cl. Product: [C:3]1([CH2:9][O:10][C:11]2[CH:16]=[CH:15][C:14]([C:17]([OH:19])=[O:18])=[CH:13][C:12]=2[C:27]([OH:29])=[O:28])[CH:4]=[CH:5][CH:6]=[CH:7][CH:8]=1. The catalyst class is: 132. (5) Reactant: C[Al](C)C.[NH4+:5].[Cl-].C.C[O:9][C:10]([C@@H:12]1[C@H:16]([CH3:17])[CH2:15][CH2:14][N:13]1[C@H:18]([C:20]1[CH:25]=[CH:24][CH:23]=[CH:22][CH:21]=1)[CH3:19])=O. Product: [CH3:17][C@@H:16]1[CH2:15][CH2:14][N:13]([C@H:18]([C:20]2[CH:25]=[CH:24][CH:23]=[CH:22][CH:21]=2)[CH3:19])[C@@H:12]1[C:10]([NH2:5])=[O:9]. The catalyst class is: 11. (6) Reactant: OCC(N[C:11]([C@@H:13]1[CH2:15][C@H:14]1[C:16]1[CH:17]=[C:18]([C:22]2[CH:27]=[CH:26][C:25]([Cl:28])=[CH:24][CH:23]=2)[CH:19]=[CH:20][CH:21]=1)=[O:12])C1C=CC=CC=1.OS(O)(=O)=O.[OH2:34]. Product: [Cl:28][C:25]1[CH:24]=[CH:23][C:22]([C:18]2[CH:19]=[CH:20][CH:21]=[C:16]([C@@H:14]3[CH2:15][C@H:13]3[C:11]([OH:12])=[O:34])[CH:17]=2)=[CH:27][CH:26]=1. The catalyst class is: 12. (7) Reactant: [CH2:1]([O:3][C:4]([C:6]1[S:10][C:9]([NH:11][C:12]([NH:14][CH2:15][CH3:16])=[O:13])=[C:8]([C:17](OCC)=[O:18])[C:7]=1[CH3:22])=[O:5])[CH3:2].[O-]CC.[Na+].Cl. Product: [CH2:15]([N:14]1[C:17](=[O:18])[C:8]2[C:7]([CH3:22])=[C:6]([C:4]([O:3][CH2:1][CH3:2])=[O:5])[S:10][C:9]=2[NH:11][C:12]1=[O:13])[CH3:16]. The catalyst class is: 8. (8) Reactant: [CH2:1]([NH:3][CH2:4][CH3:5])[CH3:2].[CH2:6]([O:8][C:9]([C:11]1[N:12]=[N:13][C:14]([Cl:18])=[CH:15][C:16]=1Cl)=[O:10])[CH3:7]. Product: [CH2:6]([O:8][C:9]([C:11]1[N:12]=[N:13][C:14]([Cl:18])=[CH:15][C:16]=1[N:3]([CH2:4][CH3:5])[CH2:1][CH3:2])=[O:10])[CH3:7]. The catalyst class is: 13. (9) Reactant: C([O:8][N:9]1[C:15](=[O:16])[N:14]2[CH2:17][C@H:10]1[CH2:11][CH2:12][C@H:13]2[C:18]([NH:20][NH:21][C:22](=[O:27])[CH:23]([CH3:26])[CH2:24][CH3:25])=[O:19])C1C=CC=CC=1. Product: [OH:8][N:9]1[C:15](=[O:16])[N:14]2[CH2:17][C@H:10]1[CH2:11][CH2:12][C@H:13]2[C:18]([NH:20][NH:21][C:22](=[O:27])[CH:23]([CH3:26])[CH2:24][CH3:25])=[O:19]. The catalyst class is: 19.